Dataset: Buchwald-Hartwig C-N cross coupling reaction yields with 55,370 reactions. Task: Predict the reaction yield, written as a fraction of the theoretical maximum amount of product (1.0 means a 100% yield; for example, 0.34 means a 34% yield). (1) The reactants are Ic1ccccn1.Cc1ccc(N)cc1.O=S(=O)(O[Pd]1c2ccccc2-c2ccccc2N~1)C(F)(F)F.CC(C)c1cc(C(C)C)c(-c2ccccc2P(C(C)(C)C)C(C)(C)C)c(C(C)C)c1.CN(C)C(=NC(C)(C)C)N(C)C.CCOC(=O)c1ccon1. No catalyst specified. The product is Cc1ccc(Nc2ccccn2)cc1. The yield is 0.634. (2) The reactants are COc1ccc(Br)cc1.Cc1ccc(N)cc1.O=S(=O)(O[Pd]1c2ccccc2-c2ccccc2N~1)C(F)(F)F.CC(C)c1cc(C(C)C)c(-c2ccccc2P(C(C)(C)C)C(C)(C)C)c(C(C)C)c1.CN(C)C(=NC(C)(C)C)N(C)C.c1ccc2oncc2c1. No catalyst specified. The product is COc1ccc(Nc2ccc(C)cc2)cc1. The yield is 0.133. (3) The reactants are Brc1ccccn1.Cc1ccc(N)cc1.O=S(=O)(O[Pd]1c2ccccc2-c2ccccc2N~1)C(F)(F)F.COc1ccc(OC)c(P([C@]23C[C@H]4C[C@H](C[C@H](C4)C2)C3)[C@]23C[C@H]4C[C@H](C[C@H](C4)C2)C3)c1-c1c(C(C)C)cc(C(C)C)cc1C(C)C.CN1CCCN2CCCN=C12.CCOC(=O)c1cc(C)on1. No catalyst specified. The product is Cc1ccc(Nc2ccccn2)cc1. The yield is 0.842. (4) The reactants are FC(F)(F)c1ccc(Br)cc1.Cc1ccc(N)cc1.O=S(=O)(O[Pd]1c2ccccc2-c2ccccc2N~1)C(F)(F)F.COc1ccc(OC)c(P([C@]23C[C@H]4C[C@H](C[C@H](C4)C2)C3)[C@]23C[C@H]4C[C@H](C[C@H](C4)C2)C3)c1-c1c(C(C)C)cc(C(C)C)cc1C(C)C.CN1CCCN2CCCN=C12.c1ccc2nocc2c1. No catalyst specified. The product is Cc1ccc(Nc2ccc(C(F)(F)F)cc2)cc1. The yield is 0.0695. (5) The reactants are CCc1ccc(I)cc1.Cc1ccc(N)cc1.O=S(=O)(O[Pd]1c2ccccc2-c2ccccc2N~1)C(F)(F)F.CC(C)c1cc(C(C)C)c(-c2ccccc2P(C(C)(C)C)C(C)(C)C)c(C(C)C)c1.CN(C)C(=NC(C)(C)C)N(C)C.Cc1cc(C)on1. No catalyst specified. The product is CCc1ccc(Nc2ccc(C)cc2)cc1. The yield is 0.598.